Predict the reactants needed to synthesize the given product. From a dataset of Full USPTO retrosynthesis dataset with 1.9M reactions from patents (1976-2016). (1) Given the product [Cl:13][C:12]1[C:8]([C:6](=[O:7])[N:5]([CH2:1][CH2:2][CH2:3][CH3:4])[CH2:25][CH2:26][CH2:27][CH3:28])=[N:9][N:10]([C:15]2[CH:20]=[CH:19][C:18]([O:21][CH3:22])=[CH:17][C:16]=2[C:23]([OH:33])=[O:29])[C:11]=1[CH3:14], predict the reactants needed to synthesize it. The reactants are: [CH2:1]([N:5]([CH2:25][CH2:26][CH2:27][CH3:28])[C:6]([C:8]1[C:12]([Cl:13])=[C:11]([CH3:14])[N:10]([C:15]2[CH:20]=[CH:19][C:18]([O:21][CH3:22])=[CH:17][C:16]=2[C:23]#N)[N:9]=1)=[O:7])[CH2:2][CH2:3][CH3:4].[OH-:29].[K+].Cl.C[OH:33].C(Cl)Cl. (2) Given the product [NH2:1][C:2]1[CH:10]=[CH:9][C:5]([C:6]([O:8][CH3:11])=[O:7])=[CH:4][N:3]=1, predict the reactants needed to synthesize it. The reactants are: [NH2:1][C:2]1[CH:10]=[CH:9][C:5]([C:6]([OH:8])=[O:7])=[CH:4][N:3]=1.[CH3:11]O.CC.